This data is from Full USPTO retrosynthesis dataset with 1.9M reactions from patents (1976-2016). The task is: Predict the reactants needed to synthesize the given product. Given the product [O:33]=[S:2]1(=[O:1])[C:8]2[CH:9]=[C:10]([O:14][CH2:15][C:16]([OH:18])=[O:17])[C:11]([Br:13])=[CH:12][C:7]=2[N:6]([C:21]2[CH:26]=[CH:25][CH:24]=[CH:23][CH:22]=2)[CH2:5][C:4]([CH2:29][CH2:30][CH2:31][CH3:32])([CH2:27][CH3:28])[CH2:3]1, predict the reactants needed to synthesize it. The reactants are: [O:1]=[S:2]1(=[O:33])[C:8]2[CH:9]=[C:10]([O:14][CH2:15][C:16]([O:18]CC)=[O:17])[C:11]([Br:13])=[CH:12][C:7]=2[N:6]([C:21]2[CH:26]=[CH:25][CH:24]=[CH:23][CH:22]=2)[CH2:5][C:4]([CH2:29][CH2:30][CH2:31][CH3:32])([CH2:27][CH3:28])[CH2:3]1.[OH-].[Na+].C(O)(=O)C.